This data is from Catalyst prediction with 721,799 reactions and 888 catalyst types from USPTO. The task is: Predict which catalyst facilitates the given reaction. (1) Reactant: [F:1][C:2]([F:12])([F:11])[CH:3]1[CH2:8][C:7](=[O:9])[CH2:6][C:5](=[O:10])[CH2:4]1.[F:13][C:14]([F:27])([F:26])[S:15](O[S:15]([C:14]([F:27])([F:26])[F:13])(=[O:17])=[O:16])(=[O:17])=[O:16]. Product: [F:13][C:14]([F:27])([F:26])[S:15]([O:9][C:7]1[CH2:8][CH:3]([C:2]([F:11])([F:12])[F:1])[CH2:4][C:5](=[O:10])[CH:6]=1)(=[O:17])=[O:16]. The catalyst class is: 2. (2) Reactant: [CH3:1][O:2][C:3]([C:5]1[CH:9]=[CH:8][N:7]([CH2:10][CH2:11][CH2:12][C@H:13]([NH:21]C(OC(C)(C)C)=O)[C:14]([O:16]C(C)(C)C)=[O:15])[N:6]=1)=[O:4].Cl. Product: [CH3:1][O:2][C:3]([C:5]1[CH:9]=[CH:8][N:7]([CH2:10][CH2:11][CH2:12][C@H:13]([NH2:21])[C:14]([OH:16])=[O:15])[N:6]=1)=[O:4]. The catalyst class is: 2.